This data is from Reaction yield outcomes from USPTO patents with 853,638 reactions. The task is: Predict the reaction yield, written as a fraction of the theoretical maximum amount of product (1.0 means a 100% yield; for example, 0.34 means a 34% yield). (1) The reactants are COC1C=CC([CH2:7][N:8](C)[S:9]([C:12]2[CH:17]=[CH:16][C:15]([O:18][C:19]3[CH:24]=[C:23]([C:25]4[NH:26][C:27]([C:30]5[O:31][C@@H:32]([CH3:35])[CH2:33][N:34]=5)=[CH:28][CH:29]=4)[CH:22]=[C:21]([O:36][C@@H:37]([CH3:41])[CH2:38][O:39][CH3:40])[CH:20]=3)=[CH:14][N:13]=2)(=[O:11])=[O:10])=CC=1. The catalyst is FC(F)(F)C(O)=O. The product is [CH3:40][O:39][CH2:38][C@H:37]([CH3:41])[O:36][C:21]1[CH:20]=[C:19]([CH:24]=[C:23]([C:25]2[NH:26][C:27]([C:30]3[O:31][C@@H:32]([CH3:35])[CH2:33][N:34]=3)=[CH:28][CH:29]=2)[CH:22]=1)[O:18][C:15]1[CH:16]=[CH:17][C:12]([S:9]([NH:8][CH3:7])(=[O:11])=[O:10])=[N:13][CH:14]=1. The yield is 0.880. (2) The reactants are [F:1][B-:2]([F:5])([F:4])[F:3].[C:6]1([C:12]2[CH:17]=[C:16]([C:18]3[CH:23]=[CH:22][CH:21]=[CH:20][CH:19]=3)[CH:15]=[C:14]([C:24]3[CH:29]=[CH:28][CH:27]=[CH:26][CH:25]=3)[O+]=2)[CH:11]=[CH:10][CH:9]=[CH:8][CH:7]=1.[NH2:30][C:31]1[CH:36]=[CH:35][CH:34]=[CH:33][CH:32]=1. The yield is 0.870. The product is [F:1][B-:2]([F:5])([F:4])[F:3].[C:31]1([N+:30]2[C:12]([C:6]3[CH:11]=[CH:10][CH:9]=[CH:8][CH:7]=3)=[CH:17][C:16]([C:18]3[CH:23]=[CH:22][CH:21]=[CH:20][CH:19]=3)=[CH:15][C:14]=2[C:24]2[CH:29]=[CH:28][CH:27]=[CH:26][CH:25]=2)[CH:36]=[CH:35][CH:34]=[CH:33][CH:32]=1. The catalyst is C(O)C. (3) The reactants are [N+:1]([C:4]1[CH:14]=[CH:13][CH:12]=[C:6]2[C:7]([O:9][C:10](=[O:11])[C:5]=12)=O)([O-:3])=[O:2].[NH2:15][CH2:16][C:17]([OH:19])=[O:18]. No catalyst specified. The product is [N+:1]([C:4]1[CH:14]=[CH:13][CH:12]=[C:6]2[C:7]([N:15]([CH2:16][C:17]([OH:19])=[O:18])[C:10](=[O:11])[C:5]=12)=[O:9])([O-:3])=[O:2]. The yield is 0.810. (4) The reactants are Cl[C:2]1[CH:7]=[C:6]([C:8]#[N:9])[CH:5]=[CH:4][N:3]=1.[C:10]([Si:14]([CH3:24])([CH3:23])[O:15][CH2:16][CH2:17][C:18]1[CH:19]=[N:20][NH:21][CH:22]=1)([CH3:13])([CH3:12])[CH3:11].O. The catalyst is CN1C(=O)CCC1. The product is [Si:14]([O:15][CH2:16][CH2:17][C:18]1[CH:22]=[N:21][N:20]([C:2]2[CH:7]=[C:6]([C:8]#[N:9])[CH:5]=[CH:4][N:3]=2)[CH:19]=1)([C:10]([CH3:11])([CH3:13])[CH3:12])([CH3:23])[CH3:24]. The yield is 0.360. (5) The yield is 0.260. The reactants are Cl[C:2]1[N:7]=[C:6]([NH:8][CH2:9][CH2:10][CH2:11][N:12]([CH2:15][CH3:16])[CH2:13][CH3:14])[N:5]=[C:4]2[N:17]([C:22]3[C:27]([F:28])=[CH:26][CH:25]=[CH:24][C:23]=3[F:29])[C:18](=[O:21])[NH:19][CH2:20][C:3]=12.[CH3:30][C:31]1[CH:39]=[CH:38][C:34]([C:35]([OH:37])=[O:36])=[CH:33][C:32]=1B1OC(C)(C)C(C)(C)O1.C(=O)([O-])[O-].[K+].[K+]. The product is [CH2:13]([N:12]([CH2:15][CH3:16])[CH2:11][CH2:10][CH2:9][NH:8][C:6]1[N:7]=[C:2]([C:32]2[CH:33]=[C:34]([CH:38]=[CH:39][C:31]=2[CH3:30])[C:35]([OH:37])=[O:36])[C:3]2[CH2:20][NH:19][C:18](=[O:21])[N:17]([C:22]3[C:27]([F:28])=[CH:26][CH:25]=[CH:24][C:23]=3[F:29])[C:4]=2[N:5]=1)[CH3:14]. The catalyst is O1CCOCC1.O.[Pd].C1(P(C2C=CC=CC=2)C2C=CC=CC=2)C=CC=CC=1.C1(P(C2C=CC=CC=2)C2C=CC=CC=2)C=CC=CC=1.C1(P(C2C=CC=CC=2)C2C=CC=CC=2)C=CC=CC=1.C1(P(C2C=CC=CC=2)C2C=CC=CC=2)C=CC=CC=1. (6) The reactants are [Cl:1][C:2]1[CH:10]=[CH:9][C:5]([C:6](O)=[O:7])=[C:4]([CH3:11])[CH:3]=1.[H-].[H-].[H-].[H-].[Li+].[Al+3]. The catalyst is C1COCC1. The product is [Cl:1][C:2]1[CH:10]=[CH:9][C:5]([CH2:6][OH:7])=[C:4]([CH3:11])[CH:3]=1. The yield is 1.00. (7) The reactants are [C:1]([O:5][C:6]([NH:8][CH2:9][C:10]1[CH:18]=[CH:17][C:13]([C:14]([OH:16])=O)=[CH:12][CH:11]=1)=[O:7])([CH3:4])([CH3:3])[CH3:2].ON1C2C=CC=CC=2N=N1.Cl.C(N=C=NCCCN(C)C)C.[CH2:41]([O:48][C:49]1[CH:50]=[C:51]2[C:56](=[CH:57][CH:58]=1)[CH:55]=[C:54]([C:59]1[N:64]=[C:63]([NH:65][C:66]3[CH:71]=[CH:70][C:69]([NH2:72])=[CH:68][CH:67]=3)[N:62]3[N:73]=[CH:74][CH:75]=[C:61]3[CH:60]=1)[CH:53]=[CH:52]2)[C:42]1[CH:47]=[CH:46][CH:45]=[CH:44][CH:43]=1. The catalyst is CN(C=O)C.C(N(CC)CC)C. The product is [C:1]([O:5][C:6](=[O:7])[NH:8][CH2:9][C:10]1[CH:11]=[CH:12][C:13]([C:14](=[O:16])[NH:72][C:69]2[CH:70]=[CH:71][C:66]([NH:65][C:63]3[N:62]4[N:73]=[CH:74][CH:75]=[C:61]4[CH:60]=[C:59]([C:54]4[CH:53]=[CH:52][C:51]5[C:56](=[CH:57][CH:58]=[C:49]([O:48][CH2:41][C:42]6[CH:43]=[CH:44][CH:45]=[CH:46][CH:47]=6)[CH:50]=5)[CH:55]=4)[N:64]=3)=[CH:67][CH:68]=2)=[CH:17][CH:18]=1)([CH3:2])([CH3:3])[CH3:4]. The yield is 0.910. (8) The reactants are [NH2:1][CH2:2][CH2:3][O:4]/[N:5]=[CH:6]/[C:7]1[C:8]([F:30])=[C:9]([F:29])[C:10]([NH:20][C:21]2[CH:26]=[CH:25][C:24]([I:27])=[CH:23][C:22]=2[F:28])=[C:11]([CH:19]=1)[C:12]([NH:14][O:15][CH2:16][CH2:17][OH:18])=[O:13].CN(C)C=O.CON(C(C)=O)[C:39](=[O:41])[CH3:40]. The catalyst is CO. The product is [C:39]([NH:1][CH2:2][CH2:3][O:4]/[N:5]=[CH:6]/[C:7]1[C:8]([F:30])=[C:9]([F:29])[C:10]([NH:20][C:21]2[CH:26]=[CH:25][C:24]([I:27])=[CH:23][C:22]=2[F:28])=[C:11]([CH:19]=1)[C:12]([NH:14][O:15][CH2:16][CH2:17][OH:18])=[O:13])(=[O:41])[CH3:40]. The yield is 0.920.